From a dataset of Catalyst prediction with 721,799 reactions and 888 catalyst types from USPTO. Predict which catalyst facilitates the given reaction. (1) Reactant: [CH3:1][O:2][C:3]1[CH:8]=[CH:7][C:6]([C@@H:9]2[C@H:14](OC(C3C=CC=CC=3)(C3C=CC=CC=3)C3C=CC=CC=3)[CH2:13][N:12]([C:35]([O:37][CH2:38][C:39]3[CH:44]=[CH:43][CH:42]=[CH:41][CH:40]=3)=[O:36])[CH:11](C)[C@@H:10]2[O:46][CH2:47][C:48]2[CH:49]=[CH:50][C:51]3[O:56][CH2:55][C:54](=[O:57])[N:53]([CH2:58][CH2:59][CH2:60][O:61][CH3:62])[C:52]=3[CH:63]=2)=[CH:5][CH:4]=1.O.C1(C)C=CC(S(O)(=O)=O)=CC=1.[C:76](=O)([O-])[OH:77].[Na+]. Product: [OH:77][CH2:76][C@H:14]1[C@H:9]([C:6]2[CH:5]=[CH:4][C:3]([O:2][CH3:1])=[CH:8][CH:7]=2)[C@@H:10]([O:46][CH2:47][C:48]2[CH:49]=[CH:50][C:51]3[O:56][CH2:55][C:54](=[O:57])[N:53]([CH2:58][CH2:59][CH2:60][O:61][CH3:62])[C:52]=3[CH:63]=2)[CH2:11][N:12]([C:35]([O:37][CH2:38][C:39]2[CH:44]=[CH:43][CH:42]=[CH:41][CH:40]=2)=[O:36])[CH2:13]1. The catalyst class is: 111. (2) Reactant: B(Br)(Br)Br.[Cl:5][C:6]1[CH:21]=[CH:20][C:9]([CH2:10][NH:11][C:12]2[CH:17]=[CH:16][CH:15]=[C:14]([O:18]C)[CH:13]=2)=[CH:8][CH:7]=1. Product: [Cl:5][C:6]1[CH:21]=[CH:20][C:9]([CH2:10][NH:11][C:12]2[CH:13]=[C:14]([OH:18])[CH:15]=[CH:16][CH:17]=2)=[CH:8][CH:7]=1. The catalyst class is: 4. (3) Reactant: Cl[C:2]1[N:7]=[N:6][C:5]([N:8]2[C:12]([C:13]3[CH:18]=[CH:17][CH:16]=[CH:15][N:14]=3)=[CH:11][C:10]([C:19]([O:21][CH2:22]C)=[O:20])=[N:9]2)=[CH:4][CH:3]=1.[CH3:24][O-:25].[Na+]. Product: [CH3:24][O:25][C:2]1[N:7]=[N:6][C:5]([N:8]2[C:12]([C:13]3[CH:18]=[CH:17][CH:16]=[CH:15][N:14]=3)=[CH:11][C:10]([C:19]([O:21][CH3:22])=[O:20])=[N:9]2)=[CH:4][CH:3]=1. The catalyst class is: 5. (4) Reactant: [O:1]=[C:2]1[N:8]([CH:9]2[CH2:14][CH2:13][N:12]([C:15]([O:17][C@H:18]([CH2:34][C:35]3[CH:40]=[C:39]([C:41]([F:44])([F:43])[F:42])[C:38]([NH2:45])=[C:37]([Cl:46])[CH:36]=3)[C:19]([N:21]3[CH2:26][CH2:25][CH:24]([N:27]4[CH2:32][CH2:31][N:30]([CH3:33])[CH2:29][CH2:28]4)[CH2:23][CH2:22]3)=[O:20])=[O:16])[CH2:11][CH2:10]2)[CH2:7][CH2:6][C:5]2[CH:47]=[CH:48][CH:49]=[CH:50][C:4]=2[NH:3]1.[BrH:51]. Product: [BrH:51].[BrH:51].[O:1]=[C:2]1[N:8]([CH:9]2[CH2:14][CH2:13][N:12]([C:15]([O:17][C@H:18]([CH2:34][C:35]3[CH:40]=[C:39]([C:41]([F:43])([F:42])[F:44])[C:38]([NH2:45])=[C:37]([Cl:46])[CH:36]=3)[C:19]([N:21]3[CH2:26][CH2:25][CH:24]([N:27]4[CH2:28][CH2:29][N:30]([CH3:33])[CH2:31][CH2:32]4)[CH2:23][CH2:22]3)=[O:20])=[O:16])[CH2:11][CH2:10]2)[CH2:7][CH2:6][C:5]2[CH:47]=[CH:48][CH:49]=[CH:50][C:4]=2[NH:3]1. The catalyst class is: 8.